From a dataset of Full USPTO retrosynthesis dataset with 1.9M reactions from patents (1976-2016). Predict the reactants needed to synthesize the given product. (1) Given the product [CH2:1]([O:8][C:9]1[C:14]([C:15]2[CH:16]=[C:17]([CH:25]3[CH2:26][C:27]4[C:28](=[CH:32][C:33]([NH:36][S:37]([CH3:40])(=[O:39])=[O:38])=[CH:34][CH:35]=4)[C:29](=[O:31])[O:30]3)[CH:18]=[C:19]([C:21]([CH3:23])([CH3:22])[CH3:24])[CH:20]=2)=[CH:13][CH:12]=[CH:11][N:10]=1)[C:2]1[CH:7]=[CH:6][CH:5]=[CH:4][CH:3]=1, predict the reactants needed to synthesize it. The reactants are: [CH2:1]([O:8][C:9]1[C:14]([C:15]2[CH:16]=[C:17](/[CH:25]=[CH:26]/[C:27]3[CH:35]=[CH:34][C:33]([NH:36][S:37]([CH3:40])(=[O:39])=[O:38])=[CH:32][C:28]=3[C:29]([OH:31])=[O:30])[CH:18]=[C:19]([C:21]([CH3:24])([CH3:23])[CH3:22])[CH:20]=2)=[CH:13][CH:12]=[CH:11][N:10]=1)[C:2]1[CH:7]=[CH:6][CH:5]=[CH:4][CH:3]=1.C(O)(C(F)(F)F)=O.O. (2) Given the product [CH3:31][O:30][C:28](=[O:29])[N:12]([N:11]1[C:10](=[O:17])[C:9]2[C:4](=[CH:5][C:6]([C:23]([F:25])([F:26])[F:24])=[C:7]([N:18]3[CH:19]=[CH:20][CH:21]=[CH:22]3)[CH:8]=2)[NH:3][C:2]1=[O:1])[S:13]([CH3:16])(=[O:15])=[O:14], predict the reactants needed to synthesize it. The reactants are: [O:1]=[C:2]1[N:11]([NH:12][S:13]([CH3:16])(=[O:15])=[O:14])[C:10](=[O:17])[C:9]2[C:4](=[CH:5][C:6]([C:23]([F:26])([F:25])[F:24])=[C:7]([N:18]3[CH:22]=[CH:21][CH:20]=[CH:19]3)[CH:8]=2)[NH:3]1.Cl[C:28]([O:30][CH3:31])=[O:29]. (3) Given the product [O:23]=[C:13]1[C:14]2[C:19](=[CH:18][CH:17]=[CH:16][CH:15]=2)[CH2:20][C:21](=[O:22])[N:12]1[CH2:11][C@H:8]1[CH2:9][CH2:10][C@H:5]([C:3]([OH:4])=[O:2])[CH2:6][CH2:7]1, predict the reactants needed to synthesize it. The reactants are: C[O:2][C:3]([C@H:5]1[CH2:10][CH2:9][C@H:8]([CH2:11][N:12]2[C:21](=[O:22])[CH2:20][C:19]3[C:14](=[CH:15][CH:16]=[CH:17][CH:18]=3)[C:13]2=[O:23])[CH2:7][CH2:6]1)=[O:4].[OH-].[Na+].Cl. (4) Given the product [O:34]=[CH:35][CH2:36][CH2:37][CH2:38][C:39]1[C:47]2[C:42](=[CH:43][CH:44]=[C:45]([C:48]#[N:49])[CH:46]=2)[NH:41][CH:40]=1, predict the reactants needed to synthesize it. The reactants are: C1C(C#N)=CC2C(CCCCN3CCN(C4C=CC5OC(C(N)=O)=CC=5C=4)CC3)=CNC=2C=1.[OH:34][CH2:35][CH2:36][CH2:37][CH2:38][C:39]1[C:47]2[C:42](=[CH:43][CH:44]=[C:45]([C:48]#[N:49])[CH:46]=2)[NH:41][CH:40]=1. (5) Given the product [C:22]([Si:19]([CH3:21])([CH3:20])[O:18][C:14]1[CH:13]=[C:12]2[C:17]([C:8]([CH:4]3[CH2:1][CH:7]=[CH:6][CH2:5]3)=[CH:9][C:10](=[O:26])[O:11]2)=[CH:16][CH:15]=1)([CH3:24])([CH3:23])[CH3:25], predict the reactants needed to synthesize it. The reactants are: [CH2:1]([CH:4]([C:8]1[C:17]2[C:12](=[CH:13][C:14]([O:18][Si:19]([C:22]([CH3:25])([CH3:24])[CH3:23])([CH3:21])[CH3:20])=[CH:15][CH:16]=2)[O:11][C:10](=[O:26])[CH:9]=1)[CH2:5][CH:6]=[CH2:7])C=C. (6) Given the product [F:40][C:27]1[CH:28]=[C:29]([C:32]2[CH:37]=[CH:36][CH:35]=[CH:34][C:33]=2[C:38]2[NH:49][C:41](=[O:44])[O:42][N:39]=2)[CH:30]=[CH:31][C:26]=1[CH2:25][N:13]1[C:14]2[S:20][C:19]([CH3:21])=[CH:18][C:15]=2[C:16](=[O:17])[N:11]([CH2:10][C:9]([C:6]2[CH:7]=[CH:8][C:3]([O:2][CH3:1])=[CH:4][CH:5]=2)=[O:23])[C:12]1=[O:22], predict the reactants needed to synthesize it. The reactants are: [CH3:1][O:2][C:3]1[CH:8]=[CH:7][C:6]([C:9](=[O:23])[CH2:10][N:11]2[C:16](=[O:17])[C:15]3[CH:18]=[C:19]([CH3:21])[S:20][C:14]=3[NH:13][C:12]2=[O:22])=[CH:5][CH:4]=1.Br[CH2:25][C:26]1[CH:31]=[CH:30][C:29]([C:32]2[C:33]([C:38]#[N:39])=[CH:34][CH:35]=[CH:36][CH:37]=2)=[CH:28][C:27]=1[F:40].[C:41](=[O:44])([O-])[O-:42].[K+].[K+].C(#[N:49])C. (7) Given the product [C:3]([C:5]([CH3:49])([CH3:48])[CH2:6][O:7][C:8]([N:10]1[C:18]2[C:13](=[CH:14][CH:15]=[CH:16][C:17]=2[CH2:19][N:20]([CH2:33][C:34]2[CH:35]=[C:36]([C:44]([F:47])([F:45])[F:46])[CH:37]=[C:38]([C:40]([F:42])([F:43])[F:41])[CH:39]=2)[C:21]2[N:26]=[CH:25][C:24]([N:27]3[CH2:32][CH2:31][O:30][CH2:29][CH2:28]3)=[CH:23][N:22]=2)[CH2:12][CH2:11]1)=[O:9])([OH:4])=[O:2], predict the reactants needed to synthesize it. The reactants are: C[O:2][C:3]([C:5]([CH3:49])([CH3:48])[CH2:6][O:7][C:8]([N:10]1[C:18]2[C:13](=[CH:14][CH:15]=[CH:16][C:17]=2[CH2:19][N:20]([CH2:33][C:34]2[CH:39]=[C:38]([C:40]([F:43])([F:42])[F:41])[CH:37]=[C:36]([C:44]([F:47])([F:46])[F:45])[CH:35]=2)[C:21]2[N:26]=[CH:25][C:24]([N:27]3[CH2:32][CH2:31][O:30][CH2:29][CH2:28]3)=[CH:23][N:22]=2)[CH2:12][CH2:11]1)=[O:9])=[O:4].[OH-].[Na+].Cl.C(OCC)(=O)C. (8) Given the product [C:2]([CH:1]1[CH:12]([CH3:13])[CH:11]1[C:9]([O:8][CH3:7])=[O:10])([Cl:4])=[O:3], predict the reactants needed to synthesize it. The reactants are: [C:1](Cl)(=O)[C:2]([Cl:4])=[O:3].[CH3:7][O:8][C:9]([CH:11]1[CH:13](C)[CH:12]1C(O)=O)=[O:10]. (9) Given the product [Cl:16][C:17]1[N:22]=[C:21]([NH:9][C:8]2[CH:10]=[CH:11][CH:12]=[CH:13][C:7]=2[S:4]([CH:1]([CH3:3])[CH3:2])(=[O:6])=[O:5])[C:20]([Cl:24])=[CH:19][N:18]=1, predict the reactants needed to synthesize it. The reactants are: [CH:1]([S:4]([C:7]1[CH:13]=[CH:12][CH:11]=[CH:10][C:8]=1[NH2:9])(=[O:6])=[O:5])([CH3:3])[CH3:2].[H-].[Na+].[Cl:16][C:17]1[N:22]=[C:21](Cl)[C:20]([Cl:24])=[CH:19][N:18]=1.O. (10) Given the product [F:37][C:38]1([F:44])[CH2:43][CH2:42][N:41]([C:21](=[O:22])[CH2:20][C:16]2[CH:15]=[C:14]([C:10]3[CH:9]=[C:8]4[C:13](=[N:12][CH:11]=3)[N:4]([C:1]([NH2:2])=[O:3])[CH2:5][CH2:6][CH2:7]4)[CH:19]=[N:18][CH:17]=2)[CH2:40][CH2:39]1, predict the reactants needed to synthesize it. The reactants are: [C:1]([N:4]1[C:13]2[N:12]=[CH:11][C:10]([C:14]3[CH:15]=[C:16]([CH2:20][C:21](O)=[O:22])[CH:17]=[N:18][CH:19]=3)=[CH:9][C:8]=2[CH2:7][CH2:6][CH2:5]1)(=[O:3])[NH2:2].C(N1C=CN=C1)(N1C=CN=C1)=O.Cl.[F:37][C:38]1([F:44])[CH2:43][CH2:42][NH:41][CH2:40][CH2:39]1.C(N(CC)C(C)C)(C)C.